Task: Predict the reactants needed to synthesize the given product.. Dataset: Full USPTO retrosynthesis dataset with 1.9M reactions from patents (1976-2016) Given the product [NH2:1][C:2]1[N:7]=[C:6]([NH:35][C:31]2[S:32][C:33]([CH3:34])=[C:29]([CH3:28])[N:30]=2)[C:5]([C:11]2[CH:12]=[CH:13][C:14](=[O:20])[N:15]([CH:17]([CH3:19])[CH3:18])[N:16]=2)=[C:4]([C:21]2[CH:22]=[CH:23][CH:24]=[CH:25][CH:26]=2)[N:3]=1, predict the reactants needed to synthesize it. The reactants are: [NH2:1][C:2]1[N:7]=[C:6](S(C)=O)[C:5]([C:11]2[CH:12]=[CH:13][C:14](=[O:20])[N:15]([CH:17]([CH3:19])[CH3:18])[N:16]=2)=[C:4]([C:21]2[CH:26]=[CH:25][CH:24]=[CH:23][CH:22]=2)[N:3]=1.Cl.[CH3:28][C:29]1[N:30]=[C:31]([NH2:35])[S:32][C:33]=1[CH3:34].C(N(C(C)C)C(C)C)C.